Dataset: Catalyst prediction with 721,799 reactions and 888 catalyst types from USPTO. Task: Predict which catalyst facilitates the given reaction. (1) Reactant: [Cl:1][C:2]1[CH:3]=[C:4]([C@@H:8]([C@@H:17]2[CH2:22][CH2:21][CH2:20][N:19]([C:23](=[O:36])[NH:24][C@@H:25]([CH2:29][C@H:30]3[CH2:35][CH2:34][CH2:33][O:32][CH2:31]3)[CH2:26][NH:27][CH3:28])[CH2:18]2)[O:9][CH2:10][CH2:11][NH:12][C:13](=[O:16])[O:14][CH3:15])[CH:5]=[CH:6][CH:7]=1.[C:37]([OH:46])(=[O:45])[C@@H:38]([C@H:40]([C:42]([OH:44])=[O:43])[OH:41])[OH:39]. Product: [C:42]([C@@H:40]([C@H:38]([C:37]([O-:46])=[O:45])[OH:39])[OH:41])([O-:44])=[O:43].[Cl:1][C:2]1[CH:3]=[C:4]([C@@H:8]([C@@H:17]2[CH2:22][CH2:21][CH2:20][N:19]([C:23](=[O:36])[NH:24][C@@H:25]([CH2:29][C@H:30]3[CH2:35][CH2:34][CH2:33][O:32][CH2:31]3)[CH2:26][NH:27][CH3:28])[CH2:18]2)[O:9][CH2:10][CH2:11][NH:12][C:13](=[O:16])[O:14][CH3:15])[CH:5]=[CH:6][CH:7]=1. The catalyst class is: 8. (2) Reactant: [N:1]1[CH:6]=[CH:5][CH:4]=[CH:3][C:2]=1[CH2:7][CH2:8][NH:9][C:10](=[O:16])[O:11][C:12]([CH3:15])([CH3:14])[CH3:13].ClC1C=CC=C(C(OO)=[O:25])C=1. Product: [N:1]1[CH:6]=[CH:5][CH:4]=[CH:3][C:2]=1[CH2:7][CH2:8][NH+:9]([O-:25])[C:10](=[O:16])[O:11][C:12]([CH3:13])([CH3:15])[CH3:14]. The catalyst class is: 13. (3) Reactant: [Br:1][C:2]1[CH:7]=[CH:6][C:5]([C:8]2[NH:12][C:11]([C@@H:13]3[CH2:17][CH2:16][CH2:15][N:14]3[C:18]([O:20][C:21]([CH3:24])([CH3:23])[CH3:22])=[O:19])=[N:10][C:9]=2[C:25]([O:27]CC)=O)=[CH:4][CH:3]=1.[CH3:30][NH2:31]. Product: [Br:1][C:2]1[CH:7]=[CH:6][C:5]([C:8]2[NH:12][C:11]([C@@H:13]3[CH2:17][CH2:16][CH2:15][N:14]3[C:18]([O:20][C:21]([CH3:23])([CH3:22])[CH3:24])=[O:19])=[N:10][C:9]=2[C:25](=[O:27])[NH:31][CH3:30])=[CH:4][CH:3]=1. The catalyst class is: 5. (4) Reactant: [Cl:1][C:2]1[CH:3]=[C:4]([C:8]([C:20]2[CH:25]=[CH:24][CH:23]=[C:22]([Cl:26])[CH:21]=2)(O)[C:9]2[S:13][C:12]([C:14]([O:16][CH2:17][CH3:18])=[O:15])=[CH:11][CH:10]=2)[CH:5]=[CH:6][CH:7]=1.B(F)(F)F.O(CC)CC.C([SiH](CC)CC)C. Product: [Cl:1][C:2]1[CH:3]=[C:4]([CH:8]([C:20]2[CH:25]=[CH:24][CH:23]=[C:22]([Cl:26])[CH:21]=2)[C:9]2[S:13][C:12]([C:14]([O:16][CH2:17][CH3:18])=[O:15])=[CH:11][CH:10]=2)[CH:5]=[CH:6][CH:7]=1. The catalyst class is: 4.